From a dataset of Catalyst prediction with 721,799 reactions and 888 catalyst types from USPTO. Predict which catalyst facilitates the given reaction. (1) Reactant: [F:1][C:2]1[C:25]([C:26]([OH:28])=O)=[CH:24][CH:23]=[CH:22][C:3]=1[O:4][C:5]1[C:10]2=[C:11]([CH:19]([CH3:21])[CH3:20])[C:12]([C:14]([O:16][CH2:17][CH3:18])=[O:15])=[CH:13][N:9]2[N:8]=[CH:7][N:6]=1.CCN=C=NCCCN(C)C.CCN(C(C)C)C(C)C.C1C=CC2N(O)N=NC=2C=1.Cl.[O:60]([NH2:62])[CH3:61].CN([P+](ON1N=NC2C=CC=CC1=2)(N(C)C)N(C)C)C.F[P-](F)(F)(F)(F)F. Product: [F:1][C:2]1[C:25]([C:26]([NH:62][O:60][CH3:61])=[O:28])=[CH:24][CH:23]=[CH:22][C:3]=1[O:4][C:5]1[C:10]2=[C:11]([CH:19]([CH3:21])[CH3:20])[C:12]([C:14]([O:16][CH2:17][CH3:18])=[O:15])=[CH:13][N:9]2[N:8]=[CH:7][N:6]=1. The catalyst class is: 9. (2) Reactant: [N:1]1[CH:6]=[C:5]([C:7]([OH:9])=O)[N:4]=[CH:3][C:2]=1[C:10]([OH:12])=[O:11].C1C=CC2N(O)N=NC=2C=1.Cl.CN(C)CCCN=C=NCC.CCN(C(C)C)C(C)C.[NH2:44][CH2:45][CH2:46][N:47]1[CH:51]=[CH:50][C:49]([C:52]2[CH:59]=[CH:58][C:55]([C:56]#[N:57])=[C:54]([Cl:60])[CH:53]=2)=[N:48]1. Product: [Cl:60][C:54]1[CH:53]=[C:52]([C:49]2[CH:50]=[CH:51][N:47]([CH2:46][CH2:45][NH:44][C:7]([C:5]3[N:4]=[CH:3][C:2]([C:10]([OH:12])=[O:11])=[N:1][CH:6]=3)=[O:9])[N:48]=2)[CH:59]=[CH:58][C:55]=1[C:56]#[N:57]. The catalyst class is: 34. (3) Product: [NH2:15][C:4]([CH:5]([CH2:8][CH3:9])[CH2:6][CH3:7])=[C:3]([C:1]#[N:2])[CH3:11]. Reactant: [C:1]([CH2:3][C:4](=O)[CH:5]([CH2:8][CH3:9])[CH2:6][CH3:7])#[N:2].[C:11]([O-])(=O)C.[NH4+:15].C(O)(=O)C. The catalyst class is: 11. (4) Reactant: [Br:1][C:2]1[CH:3]=[C:4]2[C:8](=[N:9][CH:10]=1)[NH:7][CH:6]=[CH:5]2.[Al+3].[Cl-].[Cl-].[Cl-].ClC(Cl)(Cl)[C:17](Cl)=[O:18].[OH2:22]. Product: [Br:1][C:2]1[CH:3]=[C:4]2[C:5]([C:17]([OH:18])=[O:22])=[CH:6][NH:7][C:8]2=[N:9][CH:10]=1. The catalyst class is: 2. (5) Reactant: [C:1]([O:5][C:6]([N:8]1[CH2:13][CH2:12][CH:11]([C:14]([C:17]2[CH:22]=[CH:21][CH:20]=[C:19]([C:23]([F:26])([F:25])[F:24])[C:18]=2F)=[N:15][OH:16])[CH2:10][CH2:9]1)=[O:7])([CH3:4])([CH3:3])[CH3:2].CC(C)([O-])C.[K+]. Product: [C:1]([O:5][C:6]([N:8]1[CH2:13][CH2:12][CH:11]([C:14]2[C:17]3[CH:22]=[CH:21][CH:20]=[C:19]([C:23]([F:26])([F:25])[F:24])[C:18]=3[O:16][N:15]=2)[CH2:10][CH2:9]1)=[O:7])([CH3:4])([CH3:3])[CH3:2]. The catalyst class is: 1.